The task is: Predict which catalyst facilitates the given reaction.. This data is from Catalyst prediction with 721,799 reactions and 888 catalyst types from USPTO. (1) Reactant: Cl[C:2]1[N:7]=[C:6]([N:8]2[CH2:13][CH2:12][O:11][CH2:10][CH2:9]2)[N:5]=[C:4]([N:14]2[CH2:19][CH2:18][O:17][CH2:16][CH2:15]2)[N:3]=1.[C:20]([C:22]1[CH:27]=[CH:26][C:25](B2OC(C)(C)C(C)(C)O2)=[CH:24][CH:23]=1)#[N:21]. Product: [O:17]1[CH2:18][CH2:19][N:14]([C:4]2[N:5]=[C:6]([N:8]3[CH2:13][CH2:12][O:11][CH2:10][CH2:9]3)[N:7]=[C:2]([C:25]3[CH:26]=[CH:27][C:22]([C:20]#[N:21])=[CH:23][CH:24]=3)[N:3]=2)[CH2:15][CH2:16]1. The catalyst class is: 195. (2) Reactant: [Cl:1][C:2]1[CH:3]=[CH:4][C:5]2[N:11]3[CH:12]=[CH:13][CH:14]=[C:10]3[C@@H:9]([CH2:15][CH2:16][CH2:17]S([O-])(=O)=O)[O:8][C@H:7]([C:22]3[CH:27]=[CH:26][CH:25]=[C:24]([O:28][CH3:29])[C:23]=3[O:30][CH3:31])[C:6]=2[CH:32]=1.[C-]#[N:34].[Na+].O. Product: [Cl:1][C:2]1[CH:3]=[CH:4][C:5]2[N:11]3[CH:12]=[CH:13][CH:14]=[C:10]3[C@@H:9]([CH2:15][CH2:16][C:17]#[N:34])[O:8][C@H:7]([C:22]3[CH:27]=[CH:26][CH:25]=[C:24]([O:28][CH3:29])[C:23]=3[O:30][CH3:31])[C:6]=2[CH:32]=1. The catalyst class is: 16. (3) The catalyst class is: 6. Reactant: [C@H:1]1([C:10]([OH:12])=[O:11])[CH2:6][CH2:5][C@H:4]([C:7]([OH:9])=O)[CH2:3][CH2:2]1.CI.[C:15](=O)([O-])[O-].[K+].[K+].C(OCC)C.CN(C)[CH:28]=[O:29]. Product: [C@H:4]1([C:7]([O:29][CH3:28])=[O:9])[CH2:3][CH2:2][C@H:1]([C:10]([O:12][CH3:15])=[O:11])[CH2:6][CH2:5]1. (4) Product: [NH2:1][C@@H:2]([C:10]([NH2:12])=[O:11])[CH2:3][C:4]1[CH:9]=[CH:8][CH:7]=[CH:6][CH:5]=1. The catalyst class is: 6. Reactant: [NH2:1][C@H:2]([C:10]([NH2:12])=[O:11])[CH2:3][C:4]1[CH:9]=[CH:8][CH:7]=[CH:6][CH:5]=1. (5) Reactant: [O:1]=[C:2]1[CH2:7][CH2:6][CH2:5][CH2:4][N:3]1[C@@H:8]1[CH2:13][CH2:12][C@H:11]([O:14]C(=O)C2C=CC([N+]([O-])=O)=CC=2)[CH2:10][CH2:9]1.O.C([O-])([O-])=O.[K+].[K+]. Product: [OH:14][C@@H:11]1[CH2:10][CH2:9][C@H:8]([N:3]2[CH2:4][CH2:5][CH2:6][CH2:7][C:2]2=[O:1])[CH2:13][CH2:12]1. The catalyst class is: 5.